This data is from Forward reaction prediction with 1.9M reactions from USPTO patents (1976-2016). The task is: Predict the product of the given reaction. Given the reactants Cl[C:2]1[C:3]2[CH:10]=[CH:9][N:8]([CH2:11][O:12][CH2:13][CH2:14][Si:15]([CH3:18])([CH3:17])[CH3:16])[C:4]=2[N:5]=[CH:6][N:7]=1.C(O)CCC.C([Si](C(C)C)(C(C)C)[N:28]1[CH:32]=[CH:31][C:30](B(O)O)=[CH:29]1)(C)C.C(=O)([O-])[O-].[K+].[K+], predict the reaction product. The product is: [NH:28]1[CH:32]=[CH:31][C:30]([C:2]2[C:3]3[CH:10]=[CH:9][N:8]([CH2:11][O:12][CH2:13][CH2:14][Si:15]([CH3:18])([CH3:17])[CH3:16])[C:4]=3[N:5]=[CH:6][N:7]=2)=[CH:29]1.